From a dataset of CYP2C9 inhibition data for predicting drug metabolism from PubChem BioAssay. Regression/Classification. Given a drug SMILES string, predict its absorption, distribution, metabolism, or excretion properties. Task type varies by dataset: regression for continuous measurements (e.g., permeability, clearance, half-life) or binary classification for categorical outcomes (e.g., BBB penetration, CYP inhibition). Dataset: cyp2c9_veith. (1) The drug is CCc1ccc(Nc2ncccc2C#N)cc1. The result is 1 (inhibitor). (2) The molecule is CCc1c2c(nc3cccc(C(C)C)c13)-c1cccc(=O)n1C2. The result is 1 (inhibitor). (3) The result is 0 (non-inhibitor). The molecule is CC1CN(C(=O)CN2C(=O)NC3(CCCCCC3)C2=O)CC(C)O1. (4) The compound is COC(=O)N1CCC2(CC1)CCN(c1ccncc1)CC2. The result is 0 (non-inhibitor). (5) The drug is CCCc1nc(SCC(=O)Nc2nc3c(s2)CCCC3)c2ccccc2n1. The result is 1 (inhibitor). (6) The compound is O=c1c(CCc2ccccc2)nc2cnc(N3CCNCC3)nc2n1Cc1cccs1. The result is 0 (non-inhibitor). (7) The result is 1 (inhibitor). The molecule is CC1CSc2nc3sc4c(c3c(=O)n21)CCCC4. (8) The molecule is CS(=O)(=O)O.Cc1ccc(N(CC2=NCCN2)c2cccc(O)c2)cc1. The result is 0 (non-inhibitor). (9) The drug is COC(=O)c1cn(NC(=O)c2cccc(OC)c2)c(=O)c2ccccc12. The result is 1 (inhibitor).